Dataset: Catalyst prediction with 721,799 reactions and 888 catalyst types from USPTO. Task: Predict which catalyst facilitates the given reaction. Reactant: [C:1]([O:5][C:6]([NH:8][C@@H:9]([CH2:14][C:15]1[CH:24]=[CH:23][C:18]2[O:19][CH2:20][CH2:21][O:22][C:17]=2[CH:16]=1)[C:10](OC)=[O:11])=[O:7])([CH3:4])([CH3:3])[CH3:2].[Li+].[BH4-].Cl. Product: [O:19]1[CH2:20][CH2:21][O:22][C:17]2[CH:16]=[C:15]([CH2:14][C@H:9]([NH:8][C:6](=[O:7])[O:5][C:1]([CH3:3])([CH3:2])[CH3:4])[CH2:10][OH:11])[CH:24]=[CH:23][C:18]1=2. The catalyst class is: 242.